Dataset: Forward reaction prediction with 1.9M reactions from USPTO patents (1976-2016). Task: Predict the product of the given reaction. (1) Given the reactants [OH:1][C@@H:2]1[CH2:5][C@H:4]([CH:6]([NH:8][C:9]([C:11]2[C:19]3[C:14](=[N:15][CH:16]=[C:17]([C:20]4[C:28]5[C:23](=[CH:24][C:25]([F:29])=[CH:26][CH:27]=5)[N:22]([CH3:30])[N:21]=4)[N:18]=3)[N:13](COCC[Si](C)(C)C)[CH:12]=2)=[O:10])[CH3:7])[CH2:3]1.C(O)(C(F)(F)F)=O.C(N)CN, predict the reaction product. The product is: [OH:1][C@H:2]1[CH2:3][C@H:4]([CH:6]([NH:8][C:9]([C:11]2[C:19]3[C:14](=[N:15][CH:16]=[C:17]([C:20]4[C:28]5[C:23](=[CH:24][C:25]([F:29])=[CH:26][CH:27]=5)[N:22]([CH3:30])[N:21]=4)[N:18]=3)[NH:13][CH:12]=2)=[O:10])[CH3:7])[CH2:5]1. (2) Given the reactants [NH:1]([C:12]([O:14][CH2:15][C:16]1[CH:21]=[CH:20][CH:19]=[CH:18][CH:17]=1)=[O:13])[C@H:2]([C:4]([NH:6][C@H:7]([C:9]([OH:11])=[O:10])[CH3:8])=[O:5])[CH3:3].C1COCC1.O[N:28]1[C:32](=[O:33])[CH2:31][CH2:30][C:29]1=[O:34].C1(N=C=NC2CCCCC2)CCCCC1, predict the reaction product. The product is: [NH:1]([C:12]([O:14][CH2:15][C:16]1[CH:21]=[CH:20][CH:19]=[CH:18][CH:17]=1)=[O:13])[C@H:2]([C:4]([NH:6][C@H:7]([C:9]([O:11][N:28]1[C:32](=[O:33])[CH2:31][CH2:30][C:29]1=[O:34])=[O:10])[CH3:8])=[O:5])[CH3:3]. (3) Given the reactants Br[C:2]1[C:3]2[N:4]([N:10]=[C:11]([C:13]([F:16])([F:15])[F:14])[CH:12]=2)[C:5]([O:8][CH3:9])=[CH:6][CH:7]=1.[B:17]1([B:17]2[O:21][C:20]([CH3:23])([CH3:22])[C:19]([CH3:25])([CH3:24])[O:18]2)[O:21][C:20]([CH3:23])([CH3:22])[C:19]([CH3:25])([CH3:24])[O:18]1.C(C(CCCC)C([O-])=O)C.[K+], predict the reaction product. The product is: [CH3:9][O:8][C:5]1[N:4]2[N:10]=[C:11]([C:13]([F:16])([F:15])[F:14])[CH:12]=[C:3]2[C:2]([B:17]2[O:21][C:20]([CH3:23])([CH3:22])[C:19]([CH3:25])([CH3:24])[O:18]2)=[CH:7][CH:6]=1.